From a dataset of Full USPTO retrosynthesis dataset with 1.9M reactions from patents (1976-2016). Predict the reactants needed to synthesize the given product. Given the product [NH2:29][C:30]1[CH:35]=[CH:34][C:33]([CH2:36][N:2]2[CH2:3][CH2:4][CH:5]([NH:8][C:9]([C:11]3[O:12][C:13]4[C:18]([C:19](=[O:21])[CH:20]=3)=[CH:17][CH:16]=[C:15]([F:22])[CH:14]=4)=[O:10])[CH2:6][CH2:7]2)=[CH:32][C:31]=1[F:38], predict the reactants needed to synthesize it. The reactants are: Cl.[NH:2]1[CH2:7][CH2:6][CH:5]([NH:8][C:9]([C:11]2[O:12][C:13]3[C:18]([C:19](=[O:21])[CH:20]=2)=[CH:17][CH:16]=[C:15]([F:22])[CH:14]=3)=[O:10])[CH2:4][CH2:3]1.C(OC(=O)[NH:29][C:30]1[CH:35]=[CH:34][C:33]([CH:36]=O)=[CH:32][C:31]=1[F:38])(C)(C)C.C(O[BH-](OC(=O)C)OC(=O)C)(=O)C.[Na+].C1COCC1.